This data is from Catalyst prediction with 721,799 reactions and 888 catalyst types from USPTO. The task is: Predict which catalyst facilitates the given reaction. (1) Reactant: Cl.[C:2]1([NH:8][S:9]([C:12]2[CH:17]=[CH:16][C:15]([NH:18]C(=O)C)=[CH:14][CH:13]=2)(=[O:11])=[O:10])[CH:7]=[CH:6][CH:5]=[CH:4][CH:3]=1. Product: [NH2:18][C:15]1[CH:16]=[CH:17][C:12]([S:9]([NH:8][C:2]2[CH:7]=[CH:6][CH:5]=[CH:4][CH:3]=2)(=[O:11])=[O:10])=[CH:13][CH:14]=1. The catalyst class is: 8. (2) Product: [Cl:1][C:2]1[CH:21]=[CH:20][C:5]([NH:6][C:7]2[C:16]3[C:11](=[CH:12][C:13]([O:19][CH2:25][CH2:26][S:27][C:28]4[N:29]([CH3:33])[CH:30]=[CH:31][N:32]=4)=[C:14]([O:17][CH3:18])[CH:15]=3)[N:10]=[CH:9][N:8]=2)=[C:4]([F:22])[CH:3]=1. The catalyst class is: 179. Reactant: [Cl:1][C:2]1[CH:21]=[CH:20][C:5]([NH:6][C:7]2[C:16]3[C:11](=[CH:12][C:13]([OH:19])=[C:14]([O:17][CH3:18])[CH:15]=3)[N:10]=[CH:9][N:8]=2)=[C:4]([F:22])[CH:3]=1.Cl.Cl[CH2:25][CH2:26][S:27][C:28]1[N:29]([CH3:33])[CH:30]=[CH:31][N:32]=1.C(=O)([O-])[O-].[K+].[K+]. (3) Reactant: Cl[C:2]1[N:7]=[N:6][C:5]([N:8]2[CH2:13][CH2:12][N:11]([C:14]([C:16]3[CH:21]=[CH:20][CH:19]=[CH:18][C:17]=3[C:22]([F:25])([F:24])[F:23])=[O:15])[CH2:10][CH2:9]2)=[CH:4][CH:3]=1.[C:26]1([CH2:32][CH2:33][SH:34])[CH:31]=[CH:30][CH:29]=[CH:28][CH:27]=1.[OH-].[Na+]. Product: [CH2:33]([S:34][C:2]1[N:7]=[N:6][C:5]([N:8]2[CH2:13][CH2:12][N:11]([C:14]([C:16]3[CH:21]=[CH:20][CH:19]=[CH:18][C:17]=3[C:22]([F:25])([F:24])[F:23])=[O:15])[CH2:10][CH2:9]2)=[CH:4][CH:3]=1)[CH2:32][C:26]1[CH:31]=[CH:30][CH:29]=[CH:28][CH:27]=1. The catalyst class is: 38. (4) Reactant: Br[C:2]1[CH:3]=[C:4]2[C:9](=[CH:10][CH:11]=1)[N:8]=[CH:7][C:6]([C:12](=[O:14])[CH3:13])=[C:5]2[NH:15][C:16]1[CH:17]=[N:18][C:19]([O:22][CH2:23][CH2:24][N:25]([CH3:27])[CH3:26])=[CH:20][CH:21]=1.[Cl:28][C:29]1[CH:34]=[C:33](B2OC(C)(C)C(C)(C)O2)[CH:32]=[C:31]([Cl:44])[C:30]=1[OH:45].Cl. Product: [ClH:28].[Cl:28][C:29]1[CH:34]=[C:33]([C:2]2[CH:3]=[C:4]3[C:9](=[CH:10][CH:11]=2)[N:8]=[CH:7][C:6]([C:12](=[O:14])[CH3:13])=[C:5]3[NH:15][C:16]2[CH:17]=[N:18][C:19]([O:22][CH2:23][CH2:24][N:25]([CH3:27])[CH3:26])=[CH:20][CH:21]=2)[CH:32]=[C:31]([Cl:44])[C:30]=1[OH:45]. The catalyst class is: 98. (5) Reactant: [CH3:1][O:2][C:3]1[CH:4]=[C:5]([CH:7]=[CH:8][C:9]=1[O:10][CH3:11])[NH2:6].C(N(CC)CC)C.[Cl-].ClC1N(C)CC[NH+]1C.[CH3:28][O:29][C:30]1[C:31](=[O:54])[C:32]([CH3:53])=[C:33]([CH2:39][C:40]2[CH:41]=[CH:42][C:43]([O:49][C:50](=[O:52])[CH3:51])=[C:44]([CH:48]=2)[C:45](O)=[O:46])[C:34](=[O:38])[C:35]=1[O:36][CH3:37]. Product: [CH3:28][O:29][C:30]1[C:31](=[O:54])[C:32]([CH3:53])=[C:33]([CH2:39][C:40]2[CH:41]=[CH:42][C:43]([O:49][C:50](=[O:52])[CH3:51])=[C:44]([CH:48]=2)[C:45]([NH:6][C:5]2[CH:7]=[CH:8][C:9]([O:10][CH3:11])=[C:3]([O:2][CH3:1])[CH:4]=2)=[O:46])[C:34](=[O:38])[C:35]=1[O:36][CH3:37]. The catalyst class is: 2. (6) The catalyst class is: 4. Reactant: [CH2:1]([O:8][C:9]1[CH:14]=[CH:13][C:12]([C:15]#[N:16])=[CH:11][C:10]=1[C:17]([CH3:22])([CH3:21])[C:18](O)=[O:19])[C:2]1[CH:7]=[CH:6][CH:5]=[CH:4][CH:3]=1.S(Cl)([Cl:25])=O.CN(C)C=O. Product: [CH2:1]([O:8][C:9]1[CH:14]=[CH:13][C:12]([C:15]#[N:16])=[CH:11][C:10]=1[C:17]([CH3:22])([CH3:21])[C:18]([Cl:25])=[O:19])[C:2]1[CH:7]=[CH:6][CH:5]=[CH:4][CH:3]=1. (7) Reactant: [Br:1][C:2]1[CH:11]=[CH:10][C:9]2[N:8]=[C:7](Cl)[N:6]3[N:13]=[CH:14][N:15]=[C:5]3[C:4]=2[C:3]=1[F:16].[C:17]([N:24]1[CH2:29][CH2:28][NH:27][CH2:26][CH2:25]1)([O:19][C:20]([CH3:23])([CH3:22])[CH3:21])=[O:18]. Product: [Br:1][C:2]1[CH:11]=[CH:10][C:9]2[N:8]=[C:7]([N:27]3[CH2:26][CH2:25][N:24]([C:17]([O:19][C:20]([CH3:23])([CH3:22])[CH3:21])=[O:18])[CH2:29][CH2:28]3)[N:6]3[N:13]=[CH:14][N:15]=[C:5]3[C:4]=2[C:3]=1[F:16]. The catalyst class is: 14. (8) Reactant: [NH2:1][C:2]1[CH:11]=[CH:10][C:9]2[C:4](=[C:5](S(C(F)(F)F)(=O)=O)[CH:6]=[CH:7][CH:8]=2)[N:3]=1.C(Cl)Cl. Product: [CH2:8]([C:5]1[CH:6]=[CH:7][CH:8]=[C:9]2[C:4]=1[N:3]=[C:2]([NH2:1])[CH:11]=[CH:10]2)[CH2:9][CH2:4][CH2:5][CH2:6][CH3:7]. The catalyst class is: 1. (9) Reactant: [CH3:1][O:2][C:3]1[CH:4]=[C:5]([CH:36]=[CH:37][CH:38]=1)[C:6]([NH:8][CH2:9][C:10]1[S:11][C:12]([S:15]([N:18]2[CH2:23][CH2:22][CH:21]([NH:24][CH2:25][C:26]3[CH:31]=[CH:30][C:29]([C:32]([F:35])([F:34])[F:33])=[CH:28][CH:27]=3)[CH2:20][CH2:19]2)(=[O:17])=[O:16])=[CH:13][CH:14]=1)=[O:7].[CH3:39]CN(C(C)C)C(C)C.C=O.C([BH3-])#N.[Na+]. Product: [CH3:1][O:2][C:3]1[CH:4]=[C:5]([CH:36]=[CH:37][CH:38]=1)[C:6]([NH:8][CH2:9][C:10]1[S:11][C:12]([S:15]([N:18]2[CH2:19][CH2:20][CH:21]([N:24]([CH3:39])[CH2:25][C:26]3[CH:27]=[CH:28][C:29]([C:32]([F:34])([F:33])[F:35])=[CH:30][CH:31]=3)[CH2:22][CH2:23]2)(=[O:17])=[O:16])=[CH:13][CH:14]=1)=[O:7]. The catalyst class is: 76.